Task: Predict the reactants needed to synthesize the given product.. Dataset: Full USPTO retrosynthesis dataset with 1.9M reactions from patents (1976-2016) (1) The reactants are: [ClH:1].[Br:2][C:3]1[CH:4]=[C:5]2[CH2:10][CH2:9][CH2:8][N:6]2[N:7]=1. Given the product [ClH:1].[Br:2][C:3]1[CH:4]=[C:5]2[CH2:10][CH2:9][CH2:8][N:6]2[N:7]=1, predict the reactants needed to synthesize it. (2) Given the product [N+:20]([C:15]1[CH:16]=[CH:17][CH:18]=[CH:19][C:14]=1[C:6]1[C:5]([C:3]([OH:2])=[O:4])=[CH:10][C:9]([C:11]2[S:13][CH:24]=[C:25]([C:27]3[CH:32]=[CH:31][CH:30]=[CH:29][CH:28]=3)[N:12]=2)=[CH:8][CH:7]=1)([O-:22])=[O:21], predict the reactants needed to synthesize it. The reactants are: C[O:2][C:3]([C:5]1[C:6]([C:14]2[CH:19]=[CH:18][CH:17]=[CH:16][C:15]=2[N+:20]([O-:22])=[O:21])=[CH:7][CH:8]=[C:9]([C:11](=[S:13])[NH2:12])[CH:10]=1)=[O:4].Br[CH2:24][C:25]([C:27]1[CH:32]=[CH:31][CH:30]=[CH:29][CH:28]=1)=O. (3) Given the product [OH:1][C:2]1[N:10]=[CH:9][C:8]([N+:11]([O-:13])=[O:12])=[CH:7][C:3]=1[C:4]([OH:6])=[O:5], predict the reactants needed to synthesize it. The reactants are: [OH:1][C:2]1[N:10]=[CH:9][CH:8]=[CH:7][C:3]=1[C:4]([OH:6])=[O:5].[N+:11]([O-])([OH:13])=[O:12].